Dataset: Reaction yield outcomes from USPTO patents with 853,638 reactions. Task: Predict the reaction yield, written as a fraction of the theoretical maximum amount of product (1.0 means a 100% yield; for example, 0.34 means a 34% yield). (1) The reactants are [N+:1]([C:4]1[CH:5]=[C:6]2[C:10](=[CH:11][CH:12]=1)[N:9]([C:13]([C:26]1[CH:31]=[CH:30][CH:29]=[CH:28][CH:27]=1)([C:20]1[CH:25]=[CH:24][CH:23]=[CH:22][CH:21]=1)[C:14]1[CH:19]=[CH:18][CH:17]=[CH:16][CH:15]=1)[N:8]=[C:7]2[C:32]1[O:40][C:39]2[CH:38]=[CH:37][N:36]=[CH:35][C:34]=2[CH:33]=1)([O-])=O. The catalyst is C(OCC)(=O)C.CO.[Pd]. The product is [NH2:1][C:4]1[CH:5]=[C:6]2[C:10](=[CH:11][CH:12]=1)[N:9]([C:13]([C:20]1[CH:25]=[CH:24][CH:23]=[CH:22][CH:21]=1)([C:26]1[CH:27]=[CH:28][CH:29]=[CH:30][CH:31]=1)[C:14]1[CH:19]=[CH:18][CH:17]=[CH:16][CH:15]=1)[N:8]=[C:7]2[C:32]1[O:40][C:39]2[CH:38]=[CH:37][N:36]=[CH:35][C:34]=2[CH:33]=1. The yield is 0.800. (2) The reactants are Br[C:2]1[CH:11]=[C:10]2[C:5]([CH:6]=[CH:7][CH:8]=[N:9]2)=[C:4]([O:12][C@@H:13]([C@H:15]2[CH2:19][NH:18][C:17](=[O:20])[CH2:16]2)[CH3:14])[CH:3]=1.C(OC([N:28]1[CH2:37][CH2:36][C:35]2[C:30](=[CH:31][C:32](B3OC(C)(C)C(C)(C)O3)=[CH:33][CH:34]=2)[CH2:29]1)=O)(C)(C)C.C(=O)([O-])[O-].[Na+].[Na+]. The catalyst is Cl[Pd](Cl)([P](C1C=CC=CC=1)(C1C=CC=CC=1)C1C=CC=CC=1)[P](C1C=CC=CC=1)(C1C=CC=CC=1)C1C=CC=CC=1.CN(C=O)C. The product is [CH2:29]1[C:30]2[C:35](=[CH:34][CH:33]=[C:32]([C:2]3[CH:11]=[C:10]4[C:5]([CH:6]=[CH:7][CH:8]=[N:9]4)=[C:4]([O:12][C@@H:13]([C@H:15]4[CH2:19][NH:18][C:17](=[O:20])[CH2:16]4)[CH3:14])[CH:3]=3)[CH:31]=2)[CH2:36][CH2:37][NH:28]1. The yield is 0.430.